This data is from Forward reaction prediction with 1.9M reactions from USPTO patents (1976-2016). The task is: Predict the product of the given reaction. Given the reactants N(C(OCC)=O)=N[C:3](OCC)=O.C1(C)C=CC=CC=1.O[CH2:21][C@H:22]([NH:30][S:31]([C:34]1[CH:39]=[CH:38][CH:37]=[CH:36][C:35]=1[N+:40]([O-:42])=[O:41])(=[O:33])=[O:32])[C@@H:23]1[CH2:27][C@@H:26]([CH3:28])[C:25](=[O:29])[O:24]1.C1(P(C2C=CC=CC=2)C2C=CC=CC=2)C=CC=CC=1, predict the reaction product. The product is: [CH2:28]([C@@H:26]1[CH2:27][C@@H:23]([CH:22]2[CH2:21][N@@:30]2[S:31]([C:34]2[CH:39]=[CH:38][CH:37]=[CH:36][C:35]=2[N+:40]([O-:42])=[O:41])(=[O:33])=[O:32])[O:24][C:25]1=[O:29])[CH3:3].